Task: Predict which catalyst facilitates the given reaction.. Dataset: Catalyst prediction with 721,799 reactions and 888 catalyst types from USPTO (1) The catalyst class is: 2. Reactant: [CH3:1][N:2]1[C:6]2[CH:7]=[C:8]([C:11]3[CH:12]=[C:13]([CH:17]=O)[CH:14]=[N:15][CH:16]=3)[CH:9]=[CH:10][C:5]=2[O:4][C:3]1=[O:19].[CH2:20]([NH2:27])[C:21]1[CH:26]=[CH:25][CH:24]=[CH:23][CH:22]=1.C(O)(=O)C.C(O[BH-](OC(=O)C)OC(=O)C)(=O)C.[Na+]. Product: [CH2:20]([NH:27][CH2:17][C:13]1[CH:12]=[C:11]([C:8]2[CH:9]=[CH:10][C:5]3[O:4][C:3](=[O:19])[N:2]([CH3:1])[C:6]=3[CH:7]=2)[CH:16]=[N:15][CH:14]=1)[C:21]1[CH:26]=[CH:25][CH:24]=[CH:23][CH:22]=1. (2) Reactant: [NH2:1][C:2]1[CH:21]=[CH:20][C:5]([O:6][C:7]2[C:12]([C:13]3[C:14]([C:18]#[N:19])=[N:15][NH:16][CH:17]=3)=[CH:11][CH:10]=[CH:9][N:8]=2)=[CH:4][CH:3]=1.Cl[C:23]1[C:32]2[C:27](=[CH:28][CH:29]=[CH:30][CH:31]=2)[C:26]([C:33]2[CH:38]=[CH:37][CH:36]=[CH:35][CH:34]=2)=[N:25][N:24]=1. Product: [C:33]1([C:26]2[C:27]3[C:32](=[CH:31][CH:30]=[CH:29][CH:28]=3)[C:23]([NH:1][C:2]3[CH:21]=[CH:20][C:5]([O:6][C:7]4[C:12]([C:13]5[C:14]([C:18]#[N:19])=[N:15][NH:16][CH:17]=5)=[CH:11][CH:10]=[CH:9][N:8]=4)=[CH:4][CH:3]=3)=[N:24][N:25]=2)[CH:34]=[CH:35][CH:36]=[CH:37][CH:38]=1. The catalyst class is: 218. (3) Reactant: C[O:2][C:3]([C:5]1[C:10]([NH2:11])=[N:9][CH:8]=[C:7]([Br:12])[N:6]=1)=[O:4].[OH-].[Li+].Cl. Product: [NH2:11][C:10]1[C:5]([C:3]([OH:4])=[O:2])=[N:6][C:7]([Br:12])=[CH:8][N:9]=1. The catalyst class is: 20.